Task: Binary Classification. Given a drug SMILES string, predict its activity (active/inactive) in a high-throughput screening assay against a specified biological target.. Dataset: M1 muscarinic receptor antagonist screen with 61,756 compounds (1) The compound is S(c1n2nc(nc2c2c(n1)cccc2)CCc1c([nH]nc1C)C)CC(=O)N. The result is 0 (inactive). (2) The compound is N(CCC)c1ncnc2nc[nH]c12. The result is 0 (inactive).